Task: Predict the reactants needed to synthesize the given product.. Dataset: Full USPTO retrosynthesis dataset with 1.9M reactions from patents (1976-2016) (1) Given the product [C:1]([N:4]1[C:13]2[C:8](=[CH:9][C:10]([C:14]3[CH:15]=[CH:16][C:17]([C:18](=[O:19])[NH:69][CH2:68][CH2:67][N:66]([CH3:70])[CH3:65])=[CH:21][CH:22]=3)=[CH:11][CH:12]=2)[C@H:7]([NH:23][C:24](=[O:25])[O:26][C:27]([CH3:28])([CH3:29])[CH3:30])[CH2:6][C@@H:5]1[CH3:31])(=[O:3])[CH3:2], predict the reactants needed to synthesize it. The reactants are: [C:1]([N:4]1[C:13]2[C:8](=[CH:9][C:10]([C:14]3[CH:22]=[CH:21][C:17]([C:18](O)=[O:19])=[CH:16][CH:15]=3)=[CH:11][CH:12]=2)[C@H:7]([NH:23][C:24]([O:26][C:27]([CH3:30])([CH3:29])[CH3:28])=[O:25])[CH2:6][C@@H:5]1[CH3:31])(=[O:3])[CH3:2].CN(C(ON1N=NC2C=CC=NC1=2)=[N+](C)C)C.F[P-](F)(F)(F)(F)F.CCN(C(C)C)C(C)C.[CH3:65][N:66]([CH3:70])[CH2:67][CH2:68][NH2:69]. (2) The reactants are: CN(C(ON1N=NC2C=CC=NC1=2)=[N+](C)C)C.F[P-](F)(F)(F)(F)F.[C:25]([O:29][C:30]([NH:32][C:33]1[C:42]2[C:37](=[CH:38][CH:39]=[CH:40][CH:41]=2)[C:36]([O:43][C:44]2[CH:49]=[CH:48][N:47]=[C:46]([NH:50][C:51]3[CH:52]=[C:53]([CH:57]=[C:58]([C:60]#[CH:61])[CH:59]=3)[C:54](O)=[O:55])[CH:45]=2)=[CH:35][CH:34]=1)=[O:31])([CH3:28])([CH3:27])[CH3:26].[CH3:62][O:63][CH2:64][CH2:65][O:66][CH2:67][CH2:68][NH2:69].CCN(C(C)C)C(C)C. Given the product [C:25]([O:29][C:30](=[O:31])[NH:32][C:33]1[C:42]2[C:37](=[CH:38][CH:39]=[CH:40][CH:41]=2)[C:36]([O:43][C:44]2[CH:49]=[CH:48][N:47]=[C:46]([NH:50][C:51]3[CH:52]=[C:53]([C:54](=[O:55])[NH:69][CH2:68][CH2:67][O:66][CH2:65][CH2:64][O:63][CH3:62])[CH:57]=[C:58]([C:60]#[CH:61])[CH:59]=3)[CH:45]=2)=[CH:35][CH:34]=1)([CH3:28])([CH3:27])[CH3:26], predict the reactants needed to synthesize it. (3) Given the product [CH:1]12[O:8][CH:5]([CH2:6][CH2:7]1)[CH2:4][N:3]([C:9]1[CH:14]=[C:13]([NH:20][CH:17]([CH3:19])[CH3:18])[N:12]=[C:11]([OH:16])[N:10]=1)[CH2:2]2, predict the reactants needed to synthesize it. The reactants are: [CH:1]12[O:8][CH:5]([CH2:6][CH2:7]1)[CH2:4][N:3]([C:9]1[CH:14]=[C:13](Cl)[N:12]=[C:11]([OH:16])[N:10]=1)[CH2:2]2.[CH:17]([NH2:20])([CH3:19])[CH3:18].